This data is from hERG Central: cardiac toxicity at 1µM, 10µM, and general inhibition. The task is: Predict hERG channel inhibition at various concentrations. (1) The molecule is O=C1CC2(CCN(S(=O)(=O)c3ccccc3)CC2)Oc2ccccc21. Results: hERG_inhib (hERG inhibition (general)): blocker. (2) The drug is CCOC(=O)N1CCN(C(=O)CN(c2cccc(C(F)(F)F)c2)S(C)(=O)=O)CC1. Results: hERG_inhib (hERG inhibition (general)): blocker. (3) The compound is CCN(CC)CCCNC(=O)c1nn(-c2cccc(OC)c2)c(=O)c2ccccc12. Results: hERG_inhib (hERG inhibition (general)): blocker. (4) The compound is COc1ccc2c(c1O)-c1cccc3c1[C@@H](C2)N(C)CC3.Cl. Results: hERG_inhib (hERG inhibition (general)): blocker.